From a dataset of Full USPTO retrosynthesis dataset with 1.9M reactions from patents (1976-2016). Predict the reactants needed to synthesize the given product. (1) Given the product [CH3:28][N:25]1[CH2:26][CH2:27][N:22]([C:20]([C:11]2([C:14]3[CH:19]=[CH:18][CH:17]=[CH:16][CH:15]=3)[CH2:10][CH2:9][NH:8][CH2:13][CH2:12]2)=[O:21])[CH2:23][CH2:24]1, predict the reactants needed to synthesize it. The reactants are: C([N:8]1[CH2:13][CH2:12][C:11]([C:20]([N:22]2[CH2:27][CH2:26][N:25]([CH3:28])[CH2:24][CH2:23]2)=[O:21])([C:14]2[CH:19]=[CH:18][CH:17]=[CH:16][CH:15]=2)[CH2:10][CH2:9]1)C1C=CC=CC=1.[H][H]. (2) Given the product [CH3:1][O:2][C:3]1[CH:4]=[C:5]2[C:10](=[CH:11][C:12]=1[O:13][CH3:14])[N:9]=[CH:8][CH:7]=[C:6]2[O:15][C:16]1[CH:21]=[CH:20][C:19]([C:22]2[CH:27]=[N:26][C:25]([N:28]([CH3:38])[C:29]3[CH:30]=[CH:31][CH:32]=[CH:33][CH:34]=3)=[N:24][CH:23]=2)=[CH:18][C:17]=1[F:35], predict the reactants needed to synthesize it. The reactants are: [CH3:1][O:2][C:3]1[CH:4]=[C:5]2[C:10](=[CH:11][C:12]=1[O:13][CH3:14])[N:9]=[CH:8][CH:7]=[C:6]2[O:15][C:16]1[CH:21]=[CH:20][C:19]([C:22]2[CH:23]=[N:24][C:25]([NH:28][C:29]3[CH:34]=[CH:33][CH:32]=[CH:31][CH:30]=3)=[N:26][CH:27]=2)=[CH:18][C:17]=1[F:35].[H-].[Na+].[CH3:38]N(C=O)C. (3) Given the product [C:12]([C:9]1[CH:10]=[C:11]2[C:6](=[CH:7][C:8]=1[OH:14])[N:5]=[CH:4][CH:3]=[C:2]2[NH:15][C:16]1[CH:17]=[C:18]2[C:22](=[CH:23][CH:24]=1)[NH:21][C:20]([CH3:25])=[C:19]2[CH3:26])#[N:13], predict the reactants needed to synthesize it. The reactants are: Cl[C:2]1[C:11]2[C:6](=[CH:7][C:8]([OH:14])=[C:9]([C:12]#[N:13])[CH:10]=2)[N:5]=[CH:4][CH:3]=1.[NH2:15][C:16]1[CH:17]=[C:18]2[C:22](=[CH:23][CH:24]=1)[NH:21][C:20]([CH3:25])=[C:19]2[CH3:26].Cl. (4) Given the product [CH3:11][C:12]1[CH:17]=[CH:16][C:15]([S:18]([N:21]2[CH:25]=[CH:24][C:23]([C:26](=[O:28])[CH2:27][C:29](=[O:35])[C:30]([O:32][CH2:33][CH3:34])=[O:31])=[N:22]2)(=[O:20])=[O:19])=[CH:14][CH:13]=1, predict the reactants needed to synthesize it. The reactants are: C[Si]([N-][Si](C)(C)C)(C)C.[Li+].[CH3:11][C:12]1[CH:17]=[CH:16][C:15]([S:18]([N:21]2[CH:25]=[CH:24][C:23]([C:26](=[O:28])[CH3:27])=[N:22]2)(=[O:20])=[O:19])=[CH:14][CH:13]=1.[C:29](OCC)(=[O:35])[C:30]([O:32][CH2:33][CH3:34])=[O:31].C(OCC)C.